Dataset: Forward reaction prediction with 1.9M reactions from USPTO patents (1976-2016). Task: Predict the product of the given reaction. (1) The product is: [CH3:1][O:2][C:3]([C:5]1[S:6][C:7]([C:23]2[CH:28]=[CH:27][CH:26]=[CH:25][CH:24]=2)=[CH:8][C:9]=1[N:10]([S:11]([C:14]1[CH:19]=[C:18]([CH3:20])[C:17]([Cl:21])=[CH:16][C:15]=1[CH3:22])(=[O:13])=[O:12])[CH2:33][C:32]1[CH:35]=[CH:36][CH:37]=[C:30]([I:29])[CH:31]=1)=[O:4]. Given the reactants [CH3:1][O:2][C:3]([C:5]1[S:6][C:7]([C:23]2[CH:28]=[CH:27][CH:26]=[CH:25][CH:24]=2)=[CH:8][C:9]=1[NH:10][S:11]([C:14]1[CH:19]=[C:18]([CH3:20])[C:17]([Cl:21])=[CH:16][C:15]=1[CH3:22])(=[O:13])=[O:12])=[O:4].[I:29][C:30]1[CH:31]=[C:32]([CH:35]=[CH:36][CH:37]=1)[CH2:33]Br.C(=O)([O-])[O-].[Cs+].[Cs+], predict the reaction product. (2) Given the reactants C(C1[N:8]=[CH:7][C:6]([CH:9]([CH3:31])[C:10]([NH:12][CH2:13][C:14]2[C:15]([N:24]3[CH2:29][CH2:28][CH:27]([CH3:30])[CH2:26][CH2:25]3)=[N:16][C:17]([C:20]([F:23])([F:22])[F:21])=[CH:18][CH:19]=2)=[O:11])=[CH:5][CH:4]=1)#N.[OH-:32].[Na+].[CH2:34]([OH:36])[CH3:35], predict the reaction product. The product is: [CH3:30][CH:27]1[CH2:28][CH2:29][N:24]([C:15]2[C:14]([CH2:13][NH:12][C:10](=[O:11])[CH:9]([C:6]3[CH:5]=[CH:4][C:35]([C:34]([OH:32])=[O:36])=[N:8][CH:7]=3)[CH3:31])=[CH:19][CH:18]=[C:17]([C:20]([F:23])([F:22])[F:21])[N:16]=2)[CH2:25][CH2:26]1. (3) Given the reactants [B-](F)(F)(F)CN1CCCC1.[K+].[F:12][C:13]1[CH:14]=[CH:15][C:16]2[O:21][CH2:20][CH:19]([C:22]3[CH:34]=[CH:33][C:25]([CH2:26][N:27]4[CH2:32][CH2:31]O[CH2:29][CH2:28]4)=[CH:24][CH:23]=3)[O:18][C:17]=2[CH:35]=1, predict the reaction product. The product is: [F:12][C:13]1[CH:14]=[CH:15][C:16]2[O:21][CH2:20][CH:19]([C:22]3[CH:23]=[CH:24][C:25]([CH2:26][N:27]4[CH2:32][CH2:31][CH2:29][CH2:28]4)=[CH:33][CH:34]=3)[O:18][C:17]=2[CH:35]=1. (4) The product is: [Cl:44][C:38]1[CH:37]=[C:36]([C:33]2[CH:34]=[CH:35][N:31]([CH2:30][C@@H:29]([NH:28][C:12]([C:9]3[CH:8]=[C:7]([C:5]4[CH:4]=[N:3][N:2]([CH3:1])[CH:6]=4)[O:11][N:10]=3)=[O:14])[CH3:45])[N:32]=2)[CH:43]=[CH:42][C:39]=1[C:40]#[N:41]. Given the reactants [CH3:1][N:2]1[CH:6]=[C:5]([C:7]2[O:11][N:10]=[C:9]([C:12]([OH:14])=O)[CH:8]=2)[CH:4]=[N:3]1.C1C=CC2N(O)N=NC=2C=1.N=C=N.[NH2:28][C@@H:29]([CH3:45])[CH2:30][N:31]1[CH:35]=[CH:34][C:33]([C:36]2[CH:43]=[CH:42][C:39]([C:40]#[N:41])=[C:38]([Cl:44])[CH:37]=2)=[N:32]1.C(O)C(N)(CO)CO, predict the reaction product. (5) Given the reactants C[N:2]1[C:6]([C:7]2S[CH:9]=[CH:10][CH:11]=2)=[CH:5][C:4]([CH2:12][P:13](=[O:20])([O:17][CH2:18][CH3:19])[O:14][CH2:15][CH3:16])=[N:3]1.BrCC1C=C(C2SC=CC=2)[N:25](C)[N:24]=1, predict the reaction product. The product is: [C:6]1([N:2]2[N:25]=[N:24][C:4]([CH2:12][P:13](=[O:20])([O:17][CH2:18][CH3:19])[O:14][CH2:15][CH3:16])=[N:3]2)[CH:7]=[CH:11][CH:10]=[CH:9][CH:5]=1. (6) Given the reactants Br[C:2]1[CH:11]=[CH:10][C:9]([N+:12]([O-:14])=[O:13])=[CH:8][C:3]=1[C:4]([O:6][CH3:7])=[O:5].C(=O)([O-])[O-].[K+].[K+].[CH3:21][O:22][C:23]1[CH:49]=[CH:48][C:26]([CH2:27][O:28][C:29]2[N:34]=[C:33]([C:35]3[CH:41]=[CH:40][CH:39]=[CH:38][C:36]=3[NH2:37])[CH:32]=[C:31]([N:42]3[CH2:47][CH2:46][O:45][CH2:44][CH2:43]3)[CH:30]=2)=[CH:25][CH:24]=1.C(OCC)(=O)C, predict the reaction product. The product is: [CH3:21][O:22][C:23]1[CH:24]=[CH:25][C:26]([CH2:27][O:28][C:29]2[N:34]=[C:33]([C:35]3[CH:41]=[CH:40][CH:39]=[CH:38][C:36]=3[NH:37][C:2]3[CH:11]=[CH:10][C:9]([N+:12]([O-:14])=[O:13])=[CH:8][C:3]=3[C:4]([O:6][CH3:7])=[O:5])[CH:32]=[C:31]([N:42]3[CH2:43][CH2:44][O:45][CH2:46][CH2:47]3)[CH:30]=2)=[CH:48][CH:49]=1. (7) Given the reactants [Br:1][C:2]1[CH:3]=[C:4]([CH:6]=[CH:7][CH:8]=1)[NH2:5].[C:9]([O-])([O-])=O.[K+].[K+].CN(C=O)C.IC, predict the reaction product. The product is: [CH3:9][NH:5][C:4]1[CH:6]=[CH:7][CH:8]=[C:2]([Br:1])[CH:3]=1. (8) Given the reactants [Cl:1][C:2]1[CH:7]=[CH:6][C:5]([NH:8][C:9](=[O:18])[C:10]2[CH:15]=[CH:14][C:13]([C:16]#[N:17])=[CH:12][CH:11]=2)=[CH:4][C:3]=1[C:19]1[CH:24]=[CH:23][CH:22]=[CH:21][N:20]=1.Cl.[CH2:26]([OH:28])[CH3:27], predict the reaction product. The product is: [Cl:1][C:2]1[CH:7]=[CH:6][C:5]([NH:8][C:9]([C:10]2[CH:11]=[CH:12][C:13]([C:16](=[NH:17])[O:28][CH2:26][CH3:27])=[CH:14][CH:15]=2)=[O:18])=[CH:4][C:3]=1[C:19]1[CH:24]=[CH:23][CH:22]=[CH:21][N:20]=1. (9) Given the reactants Cl.[F:2][C:3]1[CH:4]=[N:5][C:6]([C@@H:9]([NH2:11])[CH3:10])=[N:7][CH:8]=1.[Cl:12][C:13]1[N:18]=[C:17](Cl)[N:16]=[C:15]([NH:20][C:21]2[N:22]=[CH:23][N:24]([CH2:26][C:27]([F:30])([F:29])[F:28])[CH:25]=2)[N:14]=1, predict the reaction product. The product is: [Cl:12][C:13]1[N:18]=[C:17]([NH:11][C@H:9]([C:6]2[N:7]=[CH:8][C:3]([F:2])=[CH:4][N:5]=2)[CH3:10])[N:16]=[C:15]([NH:20][C:21]2[N:22]=[CH:23][N:24]([CH2:26][C:27]([F:29])([F:30])[F:28])[CH:25]=2)[N:14]=1.